From a dataset of Forward reaction prediction with 1.9M reactions from USPTO patents (1976-2016). Predict the product of the given reaction. Given the reactants [CH:1]([C:4]1[N:8]=[C:7]([N:9]2[CH2:14][CH2:13][CH:12]([CH2:15][CH2:16][CH2:17][OH:18])[CH2:11][CH2:10]2)[O:6][N:5]=1)([CH3:3])[CH3:2].Cl[C:20]1[CH:27]=[CH:26][C:23]([C:24]#[N:25])=[CH:22][N:21]=1, predict the reaction product. The product is: [CH:1]([C:4]1[N:8]=[C:7]([N:9]2[CH2:14][CH2:13][CH:12]([CH2:15][CH2:16][CH2:17][O:18][C:20]3[CH:27]=[CH:26][C:23]([C:24]#[N:25])=[CH:22][N:21]=3)[CH2:11][CH2:10]2)[O:6][N:5]=1)([CH3:3])[CH3:2].